From a dataset of Reaction yield outcomes from USPTO patents with 853,638 reactions. Predict the reaction yield, written as a fraction of the theoretical maximum amount of product (1.0 means a 100% yield; for example, 0.34 means a 34% yield). (1) The reactants are [H-].[Na+].[NH:3]1[C:12]2[C:7](=[CH:8][CH:9]=[CH:10][CH:11]=2)[CH2:6][CH2:5][CH2:4]1.I[CH3:14]. The catalyst is O1CCCC1. The product is [CH3:14][N:3]1[C:12]2[C:7](=[CH:8][CH:9]=[CH:10][CH:11]=2)[CH2:6][CH2:5][CH2:4]1. The yield is 0.610. (2) The reactants are O[CH2:2][C:3]1[N:7]([CH2:8][C:9]([O:11][CH2:12][CH3:13])=[O:10])[N:6]=[C:5]([N+:14]([O-:16])=[O:15])[CH:4]=1.O=S(Cl)[Cl:19]. The catalyst is C(Cl)(Cl)Cl. The product is [Cl:19][CH2:2][C:3]1[N:7]([CH2:8][C:9]([O:11][CH2:12][CH3:13])=[O:10])[N:6]=[C:5]([N+:14]([O-:16])=[O:15])[CH:4]=1. The yield is 0.680. (3) The reactants are FC(F)(F)C(O)=O.[C:8]([S:16][C@H:17]1[CH2:21][CH2:20][NH:19][CH2:18]1)(=[O:15])[C:9]1[CH:14]=[CH:13][CH:12]=[CH:11][CH:10]=1.[CH2:22]1[C:30]2[C:25](=[CH:26][CH:27]=[CH:28][CH:29]=2)[CH2:24][C:23]1=O. No catalyst specified. The product is [C:8]([S:16][C@H:17]1[CH2:21][CH2:20][N:19]([CH:23]2[CH2:22][C:30]3[C:25](=[CH:26][CH:27]=[CH:28][CH:29]=3)[CH2:24]2)[CH2:18]1)(=[O:15])[C:9]1[CH:10]=[CH:11][CH:12]=[CH:13][CH:14]=1. The yield is 0.530. (4) The reactants are [F:1][C:2]1[CH:9]=[CH:8][C:5]([NH:6][CH3:7])=[CH:4][CH:3]=1.Br.Br[CH:12]([C:14]1[CH:15]=[C:16]([C:31]([N:33]([CH2:35][CH2:36][N:37]([CH3:39])[CH3:38])[CH3:34])=[O:32])[CH:17]=[C:18]2[C:23]=1[O:22][C:21]([N:24]1[CH2:29][CH2:28][O:27][CH2:26][CH2:25]1)=[CH:20][C:19]2=[O:30])[CH3:13]. No catalyst specified. The product is [CH3:38][N:37]([CH3:39])[CH2:36][CH2:35][N:33]([CH3:34])[C:31]([C:16]1[CH:17]=[C:18]2[C:23](=[C:14]([CH:12]([N:6]([C:5]3[CH:8]=[CH:9][C:2]([F:1])=[CH:3][CH:4]=3)[CH3:7])[CH3:13])[CH:15]=1)[O:22][C:21]([N:24]1[CH2:25][CH2:26][O:27][CH2:28][CH2:29]1)=[CH:20][C:19]2=[O:30])=[O:32]. The yield is 0.464. (5) The reactants are [Cl:1][C:2]1[N:10]=[CH:9][CH:8]=[CH:7][C:3]=1[C:4](Cl)=[O:5].[Cl-].[Al+3].[Cl-].[Cl-].[CH3:15][C:16]1[NH:17][CH:18]=[C:19]([CH3:21])[CH:20]=1. The catalyst is ClCCl.C(OCC)(=O)C. The product is [Cl:1][C:2]1[C:3]([C:4]([C:18]2[NH:17][C:16]([CH3:15])=[CH:20][C:19]=2[CH3:21])=[O:5])=[CH:7][CH:8]=[CH:9][N:10]=1. The yield is 0.620. (6) The reactants are [H-].[Na+].[F:3][C:4]([F:18])([F:17])[C:5]1[CH:10]=[CH:9][CH:8]=[CH:7][C:6]=1[CH:11]([OH:16])[C:12]([F:15])([F:14])[F:13].[NH2:19][C:20]1[N:25]=[C:24](Cl)[CH:23]=[C:22]([Cl:27])[N:21]=1.O. The catalyst is C1COCC1.C(OCC)(=O)C. The product is [Cl:27][C:22]1[CH:23]=[C:24]([O:16][CH:11]([C:6]2[CH:7]=[CH:8][CH:9]=[CH:10][C:5]=2[C:4]([F:17])([F:18])[F:3])[C:12]([F:13])([F:14])[F:15])[N:25]=[C:20]([NH2:19])[N:21]=1. The yield is 0.710. (7) The reactants are [CH3:1][CH:2]1[C:10]2[C:5](=[CH:6][CH:7]=[C:8]([C:11]3[CH:12]=[N:13][N:14]([CH3:16])[CH:15]=3)[CH:9]=2)[NH:4][CH2:3]1.Br[C:18]1[C:22]2[CH2:23][N:24]([C:27](=[O:29])[CH3:28])[CH2:25][CH2:26][C:21]=2[N:20]([CH3:30])[N:19]=1.C(O[Na])(C)(C)C.COC(C)(C)C.C1(P(C2CCCCC2)C2C=CC=CC=2C2C(OC(C)C)=CC=CC=2OC(C)C)CCCCC1. The catalyst is O1CCOCC1.O. The product is [CH3:30][N:20]1[C:21]2[CH2:26][CH2:25][N:24]([C:27](=[O:29])[CH3:28])[CH2:23][C:22]=2[C:18]([N:4]2[C:5]3[C:10](=[CH:9][C:8]([C:11]4[CH:12]=[N:13][N:14]([CH3:16])[CH:15]=4)=[CH:7][CH:6]=3)[CH:2]([CH3:1])[CH2:3]2)=[N:19]1. The yield is 0.250. (8) The yield is 0.688. The product is [Br:1][C:2]1[CH:7]=[CH:6][C:5]([O:8][C:16]2[C:21]([CH3:22])=[CH:20][C:19]([N+:23]([O-:25])=[O:24])=[C:18]([CH3:26])[CH:17]=2)=[CH:4][CH:3]=1. The catalyst is CN(C)C=O. The reactants are [Br:1][C:2]1[CH:7]=[CH:6][C:5]([OH:8])=[CH:4][CH:3]=1.C(=O)([O-])[O-].[K+].[K+].Cl[C:16]1[C:21]([CH3:22])=[CH:20][C:19]([N+:23]([O-:25])=[O:24])=[C:18]([CH3:26])[CH:17]=1.O.